Predict the product of the given reaction. From a dataset of Forward reaction prediction with 1.9M reactions from USPTO patents (1976-2016). (1) The product is: [CH3:1][C:2]1[CH:10]=[C:9]2[C:5]([C:6]([CH2:11][NH2:12])=[CH:7][NH:8]2)=[CH:4][CH:3]=1. Given the reactants [CH3:1][C:2]1[CH:10]=[C:9]2[C:5]([C:6]([CH:11]=[N:12]O)=[CH:7][NH:8]2)=[CH:4][CH:3]=1.[BH4-].[Na+], predict the reaction product. (2) Given the reactants [Br:1][C:2]1[CH:7]=[CH:6][C:5]([NH:8][C:9]2[C:14](C(O)=O)=[CH:13][N:12]3[CH:18]=[CH:19][N:20]=[C:11]3[C:10]=2[Cl:21])=[C:4]([Cl:22])[CH:3]=1.CC[N:25]([CH2:28]C)CC.C1C=CC(P(N=[N+]=[N-])(C2C=CC=CC=2)=[O:37])=CC=1, predict the reaction product. The product is: [Br:1][C:2]1[CH:7]=[CH:6][C:5]([N:8]2[C:9]3=[C:10]([Cl:21])[C:11]4[N:12]([CH:18]=[CH:19][N:20]=4)[CH:13]=[C:14]3[NH:25][C:28]2=[O:37])=[C:4]([Cl:22])[CH:3]=1. (3) Given the reactants [C:1]1(=[O:38])[N:5]([CH2:6][C:7]2[C:12]([C:13]([O:15]C)=[O:14])=[CH:11][C:10]([C:17]3[CH:18]=[CH:19][C:20](=[O:26])[N:21]([CH:23]([CH3:25])[CH3:24])[N:22]=3)=[C:9]([C:27]3[CH:32]=[CH:31][CH:30]=[CH:29][CH:28]=3)[N:8]=2)[C:4](=[O:33])[C:3]2=[CH:34][CH:35]=[CH:36][CH:37]=[C:2]12.C[Si](I)(C)C.O.C(Cl)(Cl)Cl, predict the reaction product. The product is: [C:4]1(=[O:33])[N:5]([CH2:6][C:7]2[C:12]([C:13]([OH:15])=[O:14])=[CH:11][C:10]([C:17]3[CH:18]=[CH:19][C:20](=[O:26])[N:21]([CH:23]([CH3:24])[CH3:25])[N:22]=3)=[C:9]([C:27]3[CH:32]=[CH:31][CH:30]=[CH:29][CH:28]=3)[N:8]=2)[C:1](=[O:38])[C:2]2=[CH:37][CH:36]=[CH:35][CH:34]=[C:3]12.